Dataset: Reaction yield outcomes from USPTO patents with 853,638 reactions. Task: Predict the reaction yield, written as a fraction of the theoretical maximum amount of product (1.0 means a 100% yield; for example, 0.34 means a 34% yield). (1) The reactants are [CH2:1]([O:4][C:5]1[N:10]=[C:9]([C:11]([OH:13])=[O:12])[CH:8]=[N:7][C:6]=1[N:14]1[CH2:18][CH2:17][CH2:16][CH2:15]1)[CH2:2][CH3:3].[CH3:19]OC(C1C=NC(Cl)=C(Br)N=1)=O.N1CCCC1.[OH-].[K+]. The catalyst is C(O)CCC. The product is [CH2:1]([O:4][C:5]1[N:10]=[C:9]([C:11]([OH:13])=[O:12])[CH:8]=[N:7][C:6]=1[N:14]1[CH2:18][CH2:17][CH2:16][CH2:15]1)[CH2:2][CH2:3][CH3:19]. The yield is 0.0800. (2) The product is [CH:26]([C:10]1[C:9]([OH:8])=[N:14][C:13]([N:15]2[CH:19]=[CH:18][CH:17]=[N:16]2)=[N:12][C:11]=1[NH:20][CH2:21][C:22]([F:24])([F:25])[F:23])([CH2:28][CH3:29])[CH3:27]. The yield is 0.649. The reactants are C([O:8][C:9]1[N:14]=[C:13]([N:15]2[CH:19]=[CH:18][CH:17]=[N:16]2)[N:12]=[C:11]([NH:20][CH2:21][C:22]([F:25])([F:24])[F:23])[C:10]=1[CH:26]([CH2:28][CH3:29])[CH3:27])C1C=CC=CC=1.C(O)C1C=CC=CC=1.[H][H]. The catalyst is CO.[C].[Pd]. (3) The reactants are [Cl:1][C:2]1[CH:11]=[C:10]([Cl:12])[CH:9]=[C:8]2[C:3]=1[C:4](=[O:26])[C:5]([C:15]1[CH:20]=[CH:19][C:18]([O:21]C)=[C:17]([N+:23]([O-:25])=[O:24])[CH:16]=1)([CH3:14])[C:6](=[O:13])[NH:7]2.B(Br)(Br)Br.ClCCl. The catalyst is CO. The product is [Cl:1][C:2]1[CH:11]=[C:10]([Cl:12])[CH:9]=[C:8]2[C:3]=1[C:4](=[O:26])[C:5]([C:15]1[CH:20]=[CH:19][C:18]([OH:21])=[C:17]([N+:23]([O-:25])=[O:24])[CH:16]=1)([CH3:14])[C:6](=[O:13])[NH:7]2. The yield is 0.480.